From a dataset of Choline transporter screen with 302,306 compounds. Binary Classification. Given a drug SMILES string, predict its activity (active/inactive) in a high-throughput screening assay against a specified biological target. (1) The molecule is O(CCCC)c1ccc(CC(=O)NCC(O)=O)cc1. The result is 0 (inactive). (2) The drug is s1c(c(n(c2ccccc2)c1=S)C)C(O)=O. The result is 0 (inactive). (3) The compound is o1c(c2cc([N+]([O-])=O)ccc2)ccc1/C=N\NC(=O)CNC(=O)c1cc(OC)c(OC)c(OC)c1. The result is 0 (inactive). (4) The drug is Brc1oc(C(=O)NNC(=S)Nc2ccc(S(=O)(=O)N)cc2)cc1. The result is 0 (inactive). (5) The drug is O1C23C(C(C1C=C3)C(=O)NCc1ccccc1)C(=O)N(C2)CCc1cc(OC)c(OC)cc1. The result is 0 (inactive). (6) The drug is O1CCN(CC1)c1[nH]n(c(=O)c1/C=C1\C=C(OC)C(=O)C=C1)c1ccc([N+]([O-])=O)cc1. The result is 0 (inactive). (7) The molecule is S(=O)(=O)(N1CC(CCC1)C(=O)Nc1c(OC)ccc(c1)C)c1c2nonc2ccc1. The result is 0 (inactive).